This data is from Catalyst prediction with 721,799 reactions and 888 catalyst types from USPTO. The task is: Predict which catalyst facilitates the given reaction. (1) Reactant: [F:1][C:2]1[CH:7]=[C:6]([F:8])[CH:5]=[CH:4][C:3]=1[C:9]1[S:13][C:12]([N:14]([C:21]([C@H:23]2[CH2:28][CH2:27][C@H:26]([CH3:29])[CH2:25][CH2:24]2)=[O:22])[CH:15]2[CH2:20][CH2:19][O:18][CH2:17][CH2:16]2)=[C:11]([C:30]([O:32]C)=[O:31])[CH:10]=1.[OH-].[Li+].Cl. Product: [F:1][C:2]1[CH:7]=[C:6]([F:8])[CH:5]=[CH:4][C:3]=1[C:9]1[S:13][C:12]([N:14]([C:21]([C@H:23]2[CH2:28][CH2:27][C@H:26]([CH3:29])[CH2:25][CH2:24]2)=[O:22])[CH:15]2[CH2:20][CH2:19][O:18][CH2:17][CH2:16]2)=[C:11]([C:30]([OH:32])=[O:31])[CH:10]=1. The catalyst class is: 12. (2) Reactant: [O:1]=[C:2]([NH:13][S:14]([C:17]1[CH:22]=[CH:21][CH:20]=[CH:19][CH:18]=1)(=[O:16])=[O:15])[CH2:3][CH2:4][NH:5]C(=O)OC(C)(C)C.C(O)(C(F)(F)F)=O. Product: [NH2:5][CH2:4][CH2:3][C:2]([NH:13][S:14]([C:17]1[CH:22]=[CH:21][CH:20]=[CH:19][CH:18]=1)(=[O:16])=[O:15])=[O:1]. The catalyst class is: 4. (3) Reactant: O=P(Cl)(Cl)[Cl:3].[OH:6][C:7]1[CH:16]=[CH:15][C:14]2[NH:13][C:12](=O)[CH:11]=[CH:10][C:9]=2[C:8]=1[CH:18]=[O:19]. Product: [Cl:3][C:12]1[CH:11]=[CH:10][C:9]2[C:8]([CH:18]=[O:19])=[C:7]([OH:6])[CH:16]=[CH:15][C:14]=2[N:13]=1. The catalyst class is: 3. (4) Reactant: Cl[C:2]1[CH:7]=[CH:6][C:5]([CH3:8])=[CH:4][CH:3]=1.[F-].[Cs+]. Product: [CH3:2][C:2]1[CH:7]=[CH:6][C:5]([C:8]2[CH:7]=[CH:6][C:5]([CH3:8])=[CH:4][CH:3]=2)=[CH:4][CH:3]=1. The catalyst class is: 12. (5) The catalyst class is: 10. Reactant: [Cl:1][C:2]1[CH:7]=[CH:6][C:5]([N:8]2[C:12]([C:13]([F:16])([F:15])[F:14])=[C:11]([C:17](Cl)=[O:18])[CH:10]=[N:9]2)=[CH:4][CH:3]=1.[NH2:20][C:21]1[CH:26]=[CH:25][N:24]=[CH:23][CH:22]=1.N1C=CC=CC=1. Product: [N:24]1[CH:25]=[CH:26][C:21]([NH:20][C:17]([C:11]2[CH:10]=[N:9][N:8]([C:5]3[CH:6]=[CH:7][C:2]([Cl:1])=[CH:3][CH:4]=3)[C:12]=2[C:13]([F:16])([F:15])[F:14])=[O:18])=[CH:22][CH:23]=1. (6) Reactant: [CH2:1]([O:8][C:9]([N:11]1[CH2:16][CH2:15][C:14](O)([C:17]2[CH:22]=[CH:21][CH:20]=[C:19]([CH:23]([CH3:25])[CH3:24])[CH:18]=2)[CH2:13][CH2:12]1)=[O:10])[C:2]1[CH:7]=[CH:6][CH:5]=[CH:4][CH:3]=1.[N-:27]=[N+:28]=[N-:29].[Na+].C(O)(C(F)(F)F)=O. Product: [CH2:1]([O:8][C:9]([N:11]1[CH2:16][CH2:15][C:14]([N:27]=[N+:28]=[N-:29])([C:17]2[CH:22]=[CH:21][CH:20]=[C:19]([CH:23]([CH3:25])[CH3:24])[CH:18]=2)[CH2:13][CH2:12]1)=[O:10])[C:2]1[CH:7]=[CH:6][CH:5]=[CH:4][CH:3]=1. The catalyst class is: 22. (7) Reactant: [I-].C[N+](C)(C)[CH2:4][C:5]1[C:13]2[C:8](=[CH:9][CH:10]=[CH:11][C:12]=2[CH3:14])[NH:7][CH:6]=1.[C-:17]#[N:18].[Na+]. Product: [CH3:14][C:12]1[CH:11]=[CH:10][CH:9]=[C:8]2[C:13]=1[C:5]([CH2:4][C:17]#[N:18])=[CH:6][NH:7]2. The catalyst class is: 8.